Dataset: Reaction yield outcomes from USPTO patents with 853,638 reactions. Task: Predict the reaction yield, written as a fraction of the theoretical maximum amount of product (1.0 means a 100% yield; for example, 0.34 means a 34% yield). (1) The reactants are [H-].[Na+].[Br:3][C:4]1[CH:12]=[C:11]2[C:7]([CH:8]=[CH:9][NH:10]2)=[C:6]([O:13][CH3:14])[CH:5]=1.[CH2:15](I)[CH3:16]. The catalyst is CN(C=O)C. The product is [Br:3][C:4]1[CH:12]=[C:11]2[C:7]([CH:8]=[CH:9][N:10]2[CH2:15][CH3:16])=[C:6]([O:13][CH3:14])[CH:5]=1. The yield is 0.700. (2) The reactants are [I:1][C:2]1[C:20]([C:21]([O:23]CC)=[O:22])=[C:5]2[CH2:6][N:7]([C:13]([O:15][C:16]([CH3:19])([CH3:18])[CH3:17])=[O:14])[C@@H:8]3[CH2:12][O:11][CH2:10][C@@H:9]3[N:4]2[N:3]=1.[OH-].[Na+]. The catalyst is C1COCC1.O. The product is [C:16]([O:15][C:13]([N:7]1[C@@H:8]2[CH2:12][O:11][CH2:10][C@@H:9]2[N:4]2[N:3]=[C:2]([I:1])[C:20]([C:21]([OH:23])=[O:22])=[C:5]2[CH2:6]1)=[O:14])([CH3:19])([CH3:17])[CH3:18]. The yield is 0.510. (3) The reactants are [F:1][C:2]([F:13])([F:12])[O:3][C:4]1[CH:11]=[CH:10][C:7]([CH:8]=[O:9])=[CH:6][CH:5]=1.C(Cl)Cl.OS(O)(=O)=O.[Br:22]N1C(=O)CCC1=O. The catalyst is C(O)(C(F)(F)F)=O. The product is [Br:22][C:5]1[CH:6]=[C:7]([CH:10]=[CH:11][C:4]=1[O:3][C:2]([F:12])([F:13])[F:1])[CH:8]=[O:9]. The yield is 0.620.